Dataset: Full USPTO retrosynthesis dataset with 1.9M reactions from patents (1976-2016). Task: Predict the reactants needed to synthesize the given product. (1) Given the product [F:1][C:2]([F:31])([F:30])[C:3]1[CH:8]=[CH:7][N:6]=[C:5]([NH:9][C:10]2[CH:11]=[C:12]([C:16]3[S:20][C:19]([N:21]4[CH2:22][CH2:23][CH:24]([C:27]([NH2:37])=[O:28])[CH2:25][CH2:26]4)=[N:18][CH:17]=3)[CH:13]=[CH:14][CH:15]=2)[N:4]=1, predict the reactants needed to synthesize it. The reactants are: [F:1][C:2]([F:31])([F:30])[C:3]1[CH:8]=[CH:7][N:6]=[C:5]([NH:9][C:10]2[CH:11]=[C:12]([C:16]3[S:20][C:19]([N:21]4[CH2:26][CH2:25][CH:24]([C:27](O)=[O:28])[CH2:23][CH2:22]4)=[N:18][CH:17]=3)[CH:13]=[CH:14][CH:15]=2)[N:4]=1.[Cl-].[NH4+].C([N:37](C(C)C)CC)(C)C.F[P-](F)(F)(F)(F)F.N1(O[P+](N2CCCC2)(N2CCCC2)N2CCCC2)C2C=CC=CC=2N=N1. (2) Given the product [F:19][C:20]([F:31])([F:32])[C:21]1[CH:22]=[C:23]([CH2:27][CH2:28][CH2:29][O:30][S:7]([C:4]2[CH:5]=[CH:6][C:1]([CH3:11])=[CH:2][CH:3]=2)(=[O:9])=[O:8])[CH:24]=[CH:25][CH:26]=1, predict the reactants needed to synthesize it. The reactants are: [C:1]1([CH3:11])[CH:6]=[CH:5][C:4]([S:7](Cl)(=[O:9])=[O:8])=[CH:3][CH:2]=1.C(N(CC)CC)C.[F:19][C:20]([F:32])([F:31])[C:21]1[CH:22]=[C:23]([CH2:27][CH2:28][CH2:29][OH:30])[CH:24]=[CH:25][CH:26]=1.O. (3) Given the product [OH:4][CH2:3][C:2]([NH:1][C:28]([C:21]1[C:22]2[CH2:23][C@H:24]3[CH2:27][C@H:25]3[C:26]=2[N:19]([C:16]2[CH:15]=[N:14][C:13]([C:8]([F:7])([F:31])[C:9]([F:12])([F:10])[F:11])=[CH:18][N:17]=2)[N:20]=1)=[O:29])([CH3:6])[CH3:5], predict the reactants needed to synthesize it. The reactants are: [NH2:1][C:2]([CH3:6])([CH3:5])[CH2:3][OH:4].[F:7][C:8]([F:31])([C:13]1[N:14]=[CH:15][C:16]([N:19]2[C:26]3[C@@H:25]4[CH2:27][C@@H:24]4[CH2:23][C:22]=3[C:21]([C:28](O)=[O:29])=[N:20]2)=[N:17][CH:18]=1)[C:9]([F:12])([F:11])[F:10]. (4) Given the product [F:1][C:2]1[CH:3]=[CH:4][C:5]([C:8]2[O:9][CH:10]=[C:11]([C:13]([CH3:17])([CH3:16])[CH2:14][NH:15][C:30](=[O:31])[C:29]3[CH:33]=[CH:34][CH:35]=[C:27]([C:24]4[CH:23]=[C:22]([C:20](=[O:21])[C:19]([F:18])([F:36])[F:37])[O:26][CH:25]=4)[CH:28]=3)[N:12]=2)=[CH:6][CH:7]=1, predict the reactants needed to synthesize it. The reactants are: [F:1][C:2]1[CH:7]=[CH:6][C:5]([C:8]2[O:9][CH:10]=[C:11]([C:13]([CH3:17])([CH3:16])[CH2:14][NH2:15])[N:12]=2)=[CH:4][CH:3]=1.[F:18][C:19]([F:37])([F:36])[C:20]([C:22]1[O:26][CH:25]=[C:24]([C:27]2[CH:28]=[C:29]([CH:33]=[CH:34][CH:35]=2)[C:30](O)=[O:31])[CH:23]=1)=[O:21]. (5) Given the product [F:1][C:2]1[CH:3]=[CH:4][C:5]([OH:35])=[C:6]([C:8]2[N:17]=[C:16]([NH:18][C@H:19]3[CH2:20][C@H:21]([C:5]([OH:35])([CH3:6])[CH3:4])[NH:37][CH2:23]3)[C:15]3[C:10](=[CH:11][CH:12]=[CH:13][CH:14]=3)[N:9]=2)[CH:7]=1, predict the reactants needed to synthesize it. The reactants are: [F:1][C:2]1[CH:3]=[CH:4][C:5]([OH:35])=[C:6]([C:8]2[N:17]=[C:16]([NH:18][C@@H:19]3[CH2:23]B(C(OC(C)(C)C)=O)[C@@H:21](C(OC)=O)[CH2:20]3)[C:15]3[C:10](=[CH:11][CH:12]=[CH:13][CH:14]=3)[N:9]=2)[CH:7]=1.[Cl-].[NH4+:37]. (6) Given the product [N:25]1[C:34]2[C:29](=[CH:30][CH:31]=[CH:32][CH:33]=2)[N:28]=[CH:27][C:26]=1[C:35]([NH:1][C:2]1[CH:7]=[CH:6][C:5]([N:8]2[C:14](=[O:15])[CH2:13][C:12](=[O:16])[NH:11][C:10]3[C:17]4[C:22]([CH:23]=[CH:24][C:9]2=3)=[CH:21][CH:20]=[CH:19][CH:18]=4)=[CH:4][CH:3]=1)=[O:36], predict the reactants needed to synthesize it. The reactants are: [NH2:1][C:2]1[CH:7]=[CH:6][C:5]([N:8]2[C:14](=[O:15])[CH2:13][C:12](=[O:16])[NH:11][C:10]3[C:17]4[C:22]([CH:23]=[CH:24][C:9]2=3)=[CH:21][CH:20]=[CH:19][CH:18]=4)=[CH:4][CH:3]=1.[N:25]1[C:34]2[C:29](=[CH:30][CH:31]=[CH:32][CH:33]=2)[N:28]=[CH:27][C:26]=1[C:35](O)=[O:36].F[P-](F)(F)(F)(F)F.N1(OC(N(C)C)=[N+](C)C)C2C=CC=CC=2N=N1.C(N(CC)CC)C. (7) Given the product [Cl:1][C:2]1[CH:3]=[CH:4][C:5]([CH2:6][N:7]([C:16]2[C:17]([C:28]([F:30])([F:31])[F:29])=[CH:18][C:19]([N+:25]([O-:27])=[O:26])=[CH:20][C:21]=2[N+:22]([O-:24])=[O:23])[C:8](=[O:12])[O:9][CH2:10][CH3:11])=[CH:13][CH:14]=1, predict the reactants needed to synthesize it. The reactants are: [Cl:1][C:2]1[CH:14]=[CH:13][C:5]([CH2:6][NH:7][C:8](=[O:12])[O:9][CH2:10][CH3:11])=[CH:4][CH:3]=1.Cl[C:16]1[C:21]([N+:22]([O-:24])=[O:23])=[CH:20][C:19]([N+:25]([O-:27])=[O:26])=[CH:18][C:17]=1[C:28]([F:31])([F:30])[F:29].[H-].[Na+].Cl. (8) Given the product [C:16]([O:32][C:31](=[O:33])[N:30]([CH2:29][C:28]1[CH:38]=[CH:39][C:40]([Cl:41])=[C:26]([CH2:25][OH:24])[CH:27]=1)[CH2:34][CH:35]1[CH2:36][CH2:37]1)([CH3:15])([CH3:17])[CH3:44], predict the reactants needed to synthesize it. The reactants are: CCCC[N+](C[CH2:15][CH2:16][CH3:17])(CCCC)CCCC.[F-].C([SiH2][O:24][C:25](C)(C)[C:26]1[CH:27]=[C:28]([CH:38]=[CH:39][C:40]=1[Cl:41])[CH2:29][N:30]([CH2:34][CH:35]1[CH2:37][CH2:36]1)[C:31](=[O:33])[OH:32])(C)(C)C.[CH3:44]COC(C)=O. (9) Given the product [N:1]1([CH2:7][CH2:8][C:9]([NH:21][CH2:22][C:23]2[CH:28]=[CH:27][CH:26]=[CH:25][N:24]=2)=[O:11])[CH2:2][CH2:3][O:4][CH2:5][CH2:6]1, predict the reactants needed to synthesize it. The reactants are: [N:1]1([CH2:7][CH2:8][C:9]([O:11]C)=O)[CH2:6][CH2:5][O:4][CH2:3][CH2:2]1.[OH-].[Na+].C(Cl)(=O)C(Cl)=O.[NH2:21][CH2:22][C:23]1[CH:28]=[CH:27][CH:26]=[CH:25][N:24]=1.C(N(CC)CC)C. (10) The reactants are: [Cl:1][C:2]1[CH:7]=[CH:6][C:5]([CH:8]([C:20]2[CH:25]=[CH:24][C:23]([Cl:26])=[CH:22][CH:21]=2)[C:9]2[CH:10]=[C:11]3[C:16](=[CH:17][CH:18]=2)[N:15]=[CH:14][N:13]=[C:12]3Cl)=[CH:4][CH:3]=1.[F:27][C:28]([F:39])([F:38])[C:29]1[CH:30]=[C:31]([C@@H:35]([NH2:37])[CH3:36])[CH:32]=[CH:33][CH:34]=1.CC(O)C. Given the product [Cl:1][C:2]1[CH:3]=[CH:4][C:5]([CH:8]([C:20]2[CH:25]=[CH:24][C:23]([Cl:26])=[CH:22][CH:21]=2)[C:9]2[CH:10]=[C:11]3[C:16](=[CH:17][CH:18]=2)[N:15]=[CH:14][N:13]=[C:12]3[NH:37][C@H:35]([C:31]2[CH:32]=[CH:33][CH:34]=[C:29]([C:28]([F:27])([F:38])[F:39])[CH:30]=2)[CH3:36])=[CH:6][CH:7]=1, predict the reactants needed to synthesize it.